This data is from Forward reaction prediction with 1.9M reactions from USPTO patents (1976-2016). The task is: Predict the product of the given reaction. (1) The product is: [F:1][C:2]1[CH:7]=[CH:6][C:5]([F:8])=[CH:4][C:3]=1[CH:9]1[C:10](=[O:16])[C:11]2[C:23]([C:24]([O:26][CH3:27])=[O:25])=[CH:22][O:15][C:12]=2[CH2:13][CH2:14]1. Given the reactants [F:1][C:2]1[CH:7]=[CH:6][C:5]([F:8])=[CH:4][C:3]=1[CH:9]1[CH2:14][CH2:13][C:12](=[O:15])[CH2:11][C:10]1=[O:16].[O-]CC.[Na+].Br[CH2:22][C:23](=O)[C:24]([O:26][CH2:27]C)=[O:25].FC1C=CC(F)=CC=1C1C(=O)C2C(C(O)=O)=COC=2CC1.FC1C=CC(F)=CC=1C1C2OC=C(C(O)=O)C=2C(=O)CC1.OS(O)(=O)=O, predict the reaction product. (2) Given the reactants [CH3:1][C:2]1[CH:3]=[CH:4][CH:5]=[CH:6][C:7]=1[S:8]([NH:11][C:12]([C:14]1[CH:15]=[CH:16][C:17]([CH2:22][C:23]2[C:27]3[CH:28]=[C:29]([NH:32][C:33]([O:35][CH:36]4[CH2:40][CH2:39][CH2:38][CH2:37]4)=[O:34])[CH:30]=[CH:31][C:26]=3[N:25]([CH3:41])[CH:24]=2)=[C:18]([O:20][CH3:21])[CH:19]=1)=[O:13])(=[O:10])=[O:9], predict the reaction product. The product is: [CH3:1][C:2]1[CH:3]=[CH:4][CH:5]=[CH:6][C:7]=1[S:8]([NH:11][C:12]([C:14]1[CH:15]=[CH:16][C:17]([CH2:22][C:23]2[C:27]3[CH:28]=[C:29]([NH:32][C:33]([O:35][CH:36]4[CH2:40][CH2:39][CH2:38][CH2:37]4)=[O:34])[CH:30]=[CH:31][C:26]=3[N:25]([CH3:41])[CH:24]=2)=[C:18]([O:20][CH3:21])[CH:19]=1)=[O:13])(=[O:9])=[O:10].[CH2:12]([O-:13])[CH3:14]. (3) Given the reactants [CH:1]1([C:4]([N:6]2[CH2:11][CH2:10][N:9]([C:12]3[N:17]=[CH:16][C:15]([C:18]4[NH:19][C:20](=[O:30])[C:21]5[C:26]([CH:27]=4)=[C:25]([O:28]C)[CH:24]=[CH:23][CH:22]=5)=[CH:14][N:13]=3)[CH2:8][CH2:7]2)=[O:5])[CH2:3][CH2:2]1.B(Br)(Br)Br, predict the reaction product. The product is: [CH:1]1([C:4]([N:6]2[CH2:11][CH2:10][N:9]([C:12]3[N:17]=[CH:16][C:15]([C:18]4[NH:19][C:20](=[O:30])[C:21]5[C:26]([CH:27]=4)=[C:25]([OH:28])[CH:24]=[CH:23][CH:22]=5)=[CH:14][N:13]=3)[CH2:8][CH2:7]2)=[O:5])[CH2:2][CH2:3]1.